From a dataset of Forward reaction prediction with 1.9M reactions from USPTO patents (1976-2016). Predict the product of the given reaction. (1) Given the reactants C([Li])CCC.N1CCCCC1.[Br:12][C:13]1[CH:14]=[C:15]([C:20](N2CCCCC2)=[O:21])[C:16](C)=[N:17][CH:18]=1.[CH2:28]([NH:35][CH2:36][C:37]#N)[C:29]1[CH:34]=[CH:33][CH:32]=[CH:31][CH:30]=1, predict the reaction product. The product is: [CH2:28]([N:35]1[CH2:36][CH2:37][C:16]2[N:17]=[CH:18][C:13]([Br:12])=[CH:14][C:15]=2[C:20]1=[O:21])[C:29]1[CH:30]=[CH:31][CH:32]=[CH:33][CH:34]=1. (2) Given the reactants [C:1]([OH:8])(=[O:7])[CH2:2][CH2:3][CH2:4][CH2:5][CH3:6].[CH:9]1([CH2:12]O)[CH2:11][CH2:10]1, predict the reaction product. The product is: [C:1]([O:8][CH2:12][CH:9]1[CH2:11][CH2:10]1)(=[O:7])[CH2:2][CH2:3][CH2:4][CH2:5][CH3:6].